Regression/Classification. Given a drug SMILES string, predict its absorption, distribution, metabolism, or excretion properties. Task type varies by dataset: regression for continuous measurements (e.g., permeability, clearance, half-life) or binary classification for categorical outcomes (e.g., BBB penetration, CYP inhibition). Dataset: cyp2d6_veith. From a dataset of CYP2D6 inhibition data for predicting drug metabolism from PubChem BioAssay. The drug is COc1ccc(CNC(=O)Cc2c(C(=O)O)[nH]c3ccccc23)cc1. The result is 0 (non-inhibitor).